Predict which catalyst facilitates the given reaction. From a dataset of Catalyst prediction with 721,799 reactions and 888 catalyst types from USPTO. (1) Reactant: [C:1]1([C:18]2[CH:23]=[CH:22][CH:21]=[CH:20][CH:19]=2)[CH:6]=[CH:5][C:4]([S:7]([N:10]2[CH2:14][CH2:13][S:12][CH:11]2[C:15](O)=[O:16])(=[O:9])=[O:8])=[CH:3][CH:2]=1.C(Cl)(=O)C([Cl:27])=O.CN(C=O)C. Product: [C:1]1([C:18]2[CH:23]=[CH:22][CH:21]=[CH:20][CH:19]=2)[CH:6]=[CH:5][C:4]([S:7]([N:10]2[CH2:14][CH2:13][S:12][CH:11]2[C:15]([Cl:27])=[O:16])(=[O:9])=[O:8])=[CH:3][CH:2]=1. The catalyst class is: 2. (2) Reactant: [CH3:1][C:2]1[CH:16]=[CH:15][CH:14]=[C:13]([CH3:17])[C:3]=1[O:4][C:5]1[CH:12]=[CH:11][C:8]([C:9]#[N:10])=[CH:7][CH:6]=1.C1COCC1.[H-].[Al+3].[Li+].[H-].[H-].[H-].[OH-].[Na+]. Product: [CH3:1][C:2]1[CH:16]=[CH:15][CH:14]=[C:13]([CH3:17])[C:3]=1[O:4][C:5]1[CH:12]=[CH:11][C:8]([CH2:9][NH2:10])=[CH:7][CH:6]=1. The catalyst class is: 97. (3) Reactant: [C:1]([NH:4][C:5]1[CH:21]=[CH:20][C:8]([O:9][CH2:10][CH2:11][C:12]([CH3:19])([CH3:18])[C:13]([O:15][CH2:16][CH3:17])=[O:14])=[CH:7][C:6]=1[NH2:22])(=[O:3])[CH3:2].CS(O[CH2:28][C:29]1[C:34]([Cl:35])=[CH:33][C:32]([C:36]([F:39])([F:38])[F:37])=[CH:31][N:30]=1)(=O)=O.C([O-])([O-])=O.[K+].[K+].[Na+].[I-]. Product: [C:1]([NH:4][C:5]1[CH:21]=[CH:20][C:8]([O:9][CH2:10][CH2:11][C:12]([CH3:18])([CH3:19])[C:13]([O:15][CH2:16][CH3:17])=[O:14])=[CH:7][C:6]=1[NH:22][CH2:28][C:29]1[C:34]([Cl:35])=[CH:33][C:32]([C:36]([F:39])([F:37])[F:38])=[CH:31][N:30]=1)(=[O:3])[CH3:2]. The catalyst class is: 136. (4) Reactant: [OH:1][CH2:2][C:3]1[CH:10]=[CH:9][C:6]([CH:7]=O)=[CH:5][CH:4]=1.C(O)(=O)C.O.[BrH:16]. Product: [Br:16][CH2:7][C:6]1[CH:9]=[CH:10][C:3]([CH:2]=[O:1])=[CH:4][CH:5]=1. The catalyst class is: 2. (5) The catalyst class is: 8. Product: [Nd:28].[CH2:1]([C:5]1[CH:13]=[CH:12][CH:11]=[C:7]([C:8]([OH:10])=[O:9])[C:6]=1[C:14]([OH:16])=[O:15])[CH:2]([CH3:4])[CH3:3]. Reactant: [CH2:1]([C:5]1[CH:13]=[CH:12][CH:11]=[C:7]([C:8]([OH:10])=[O:9])[C:6]=1[C:14]([OH:16])=[O:15])[CH:2]([CH3:4])[CH3:3].C(N(CC)CC)C.[N+]([O-])([O-])=O.[Nd+3:28].[N+]([O-])([O-])=O.[N+]([O-])([O-])=O. (6) Reactant: FC(F)(F)C(O)=O.C(O[C:13](=[O:27])[NH:14][CH2:15][CH:16]1[CH2:19][N:18]([C:20]2[CH:25]=[CH:24][C:23]([F:26])=[CH:22][CH:21]=2)[CH2:17]1)(C)(C)C.[C:28]1([C:34]2[C:42]3[C:37](=[CH:38][CH:39]=[CH:40][CH:41]=3)[N:36]([S:43]([C:46]3[CH:54]=[CH:53][C:49](C(O)=O)=[CH:48][CH:47]=3)(=[O:45])=[O:44])[CH:35]=2)[CH:33]=[CH:32][CH:31]=[CH:30][CH:29]=1.Cl.CN(C)CCCN=C=NCC. Product: [F:26][C:23]1[CH:22]=[CH:21][C:20]([N:18]2[CH2:17][CH:16]([CH2:15][NH:14][C:13](=[O:27])[C:49]3[CH:48]=[CH:47][C:46]([S:43]([N:36]4[C:37]5[C:42](=[CH:41][CH:40]=[CH:39][CH:38]=5)[C:34]([C:28]5[CH:33]=[CH:32][CH:31]=[CH:30][CH:29]=5)=[CH:35]4)(=[O:45])=[O:44])=[CH:54][CH:53]=3)[CH2:19]2)=[CH:25][CH:24]=1. The catalyst class is: 277. (7) Reactant: CCN(C(C)C)C(C)C.[Si:10]([N:17]1[CH2:21][CH2:20][CH2:19][C:18]1=[O:22])([C:13]([CH3:16])([CH3:15])[CH3:14])([CH3:12])[CH3:11].Cl[CH2:24][C:25]([N:27]([C:30]1[C:31]([Cl:41])=[N:32][N:33]([C:35]2[CH:36]=[N:37][CH:38]=[CH:39][CH:40]=2)[CH:34]=1)[CH2:28][CH3:29])=[O:26]. Product: [Si:10]([N:17]1[CH2:21][CH2:20][CH:19]([CH2:24][C:25]([N:27]([C:30]2[C:31]([Cl:41])=[N:32][N:33]([C:35]3[CH:36]=[N:37][CH:38]=[CH:39][CH:40]=3)[CH:34]=2)[CH2:28][CH3:29])=[O:26])[C:18]1=[O:22])([C:13]([CH3:16])([CH3:15])[CH3:14])([CH3:12])[CH3:11]. The catalyst class is: 1. (8) Reactant: C(=O)(O)[O-].[Na+].Cl.[NH2:7][OH:8].[C:9]([O:13][C:14](=[O:24])[NH:15][C:16]([C:22]#[N:23])([CH3:21])[CH2:17][CH:18]1[CH2:20][CH2:19]1)([CH3:12])([CH3:11])[CH3:10]. The catalyst class is: 97. Product: [C:9]([O:13][C:14](=[O:24])[NH:15][C:16]([C:22](=[NH:23])[NH:7][OH:8])([CH3:21])[CH2:17][CH:18]1[CH2:19][CH2:20]1)([CH3:10])([CH3:12])[CH3:11]. (9) Reactant: CO[C:3](=[O:34])[N:4]=[C:5](SC)[C:6]([C:20]1[CH:25]=[C:24]([O:26][CH3:27])[C:23]([O:28][CH3:29])=[C:22]([CH2:30][OH:31])[CH:21]=1)=[N:7][C:8]1[CH:13]=[CH:12][C:11]([C:14]2[N:18]=[C:17]([CH3:19])[O:16][N:15]=2)=[CH:10][CH:9]=1.[NH:35]([C:37]1[N:42]=[CH:41][CH:40]=[CH:39][N:38]=1)[NH2:36].C(N(CC)CC)C. Product: [OH:31][CH2:30][C:22]1[C:23]([O:28][CH3:29])=[C:24]([O:26][CH3:27])[CH:25]=[C:20]([CH:6]([NH:7][C:8]2[CH:13]=[CH:12][C:11]([C:14]3[N:18]=[C:17]([CH3:19])[O:16][N:15]=3)=[CH:10][CH:9]=2)[C:5]2[NH:4][C:3](=[O:34])[N:35]([C:37]3[N:42]=[CH:41][CH:40]=[CH:39][N:38]=3)[N:36]=2)[CH:21]=1. The catalyst class is: 3.